Dataset: Catalyst prediction with 721,799 reactions and 888 catalyst types from USPTO. Task: Predict which catalyst facilitates the given reaction. (1) Reactant: [F:1][CH2:2][C:3]1[N:4]([C:9]2[C:18]3[C:13](=[CH:14][CH:15]=[CH:16][CH:17]=3)[C:12]([CH3:19])=[CH:11][CH:10]=2)[C:5]([SH:8])=[N:6][N:7]=1.C([O-])([O-])=O.[K+].[K+].Cl[CH2:27][C:28]([NH:30][C:31]1[CH:36]=[CH:35][C:34]([S:37](=[O:40])(=[O:39])[NH2:38])=[CH:33][C:32]=1[Cl:41])=[O:29].O. Product: [Cl:41][C:32]1[CH:33]=[C:34]([S:37](=[O:40])(=[O:39])[NH2:38])[CH:35]=[CH:36][C:31]=1[NH:30][C:28](=[O:29])[CH2:27][S:8][C:5]1[N:4]([C:9]2[C:18]3[C:13](=[CH:14][CH:15]=[CH:16][CH:17]=3)[C:12]([CH3:19])=[CH:11][CH:10]=2)[C:3]([CH2:2][F:1])=[N:7][N:6]=1. The catalyst class is: 3. (2) Reactant: [CH3:1][C:2]([CH3:12])([CH3:11])[C:3]([NH:5][C:6]1[CH:10]=[CH:9][NH:8][N:7]=1)=[O:4].Cl[CH2:14][C@@H:15]1[CH2:19][O:18][C:17]([CH3:21])([CH3:20])[O:16]1.CC(C)([O-])C.[Na+].N#N. Product: [CH3:20][C:17]1([CH3:21])[O:16][C@H:15]([CH2:14][N:8]2[CH:9]=[CH:10][C:6]([NH:5][C:3](=[O:4])[C:2]([CH3:12])([CH3:11])[CH3:1])=[N:7]2)[CH2:19][O:18]1. The catalyst class is: 3. (3) Reactant: [CH3:1][O:2][C:3]([C@@H:5]([N:13]1[CH2:21][C:17]2[CH:18]=[CH:19][S:20][C:16]=2[CH2:15][CH2:14]1)[C:6]1[CH:7]=[CH:8][CH:9]=[CH:10][C:11]=1[Cl:12])=[O:4].[C:22]1([S:28]([OH:31])(=[O:30])=[O:29])[CH:27]=[CH:26][CH:25]=[CH:24][CH:23]=1.C1(C)C=CC=CC=1. Product: [CH3:1][O:2][C:3]([C@@H:5]([N:13]1[CH2:21][C:17]2[CH:18]=[CH:19][S:20][C:16]=2[CH2:15][CH2:14]1)[C:6]1[C:11]([Cl:12])=[CH:10][CH:9]=[CH:8][CH:7]=1)=[O:4].[CH:25]1[CH:26]=[CH:27][C:22]([S:28]([OH:31])(=[O:30])=[O:29])=[CH:23][CH:24]=1. The catalyst class is: 5. (4) Reactant: [C:1]([C:5]1[O:9][C:8]([NH:10]C(=O)OCC2C=CC=CC=2)=[N:7][CH:6]=1)([CH3:4])([CH3:3])[CH3:2]. Product: [C:1]([C:5]1[O:9][C:8]([NH2:10])=[N:7][CH:6]=1)([CH3:4])([CH3:3])[CH3:2]. The catalyst class is: 19. (5) Reactant: [CH3:1][CH:2]1[CH2:7][CH2:6][NH:5][CH2:4][CH2:3]1.[Br:8][C:9]1[CH:14]=[CH:13][C:12](/[CH:15]=[CH:16]/[CH2:17]Cl)=[CH:11][CH:10]=1. Product: [Br:8][C:9]1[CH:14]=[CH:13][C:12](/[CH:15]=[CH:16]/[CH2:17][N:5]2[CH2:6][CH2:7][CH:2]([CH3:1])[CH2:3][CH2:4]2)=[CH:11][CH:10]=1. The catalyst class is: 3. (6) Reactant: C(OC([N:8]1[C:16]2[C:11](=[CH:12][CH:13]=[CH:14][C:15]=2[C:17]([OH:19])=O)[CH2:10][CH2:9]1)=O)(C)(C)C.CN(C(ON1N=NC2C=CC=NC1=2)=[N+](C)C)C.F[P-](F)(F)(F)(F)F.[NH2:44][C:45]1([C:48]2[CH:57]=[CH:56][C:51]([C:52]([O:54][CH3:55])=[O:53])=[CH:50][CH:49]=2)[CH2:47][CH2:46]1.CCN(C(C)C)C(C)C.C([O-])(O)=O.[Na+]. Product: [NH:8]1[C:16]2[C:11](=[CH:12][CH:13]=[CH:14][C:15]=2[C:17]([NH:44][C:45]2([C:48]3[CH:57]=[CH:56][C:51]([C:52]([O:54][CH3:55])=[O:53])=[CH:50][CH:49]=3)[CH2:47][CH2:46]2)=[O:19])[CH2:10][CH2:9]1. The catalyst class is: 10. (7) Reactant: [C:1]([N:8]1[CH2:15][C@H:14]([F:16])[CH2:13][C@H:9]1[C:10]([OH:12])=[O:11])([O:3][C:4]([CH3:7])([CH3:6])[CH3:5])=[O:2].C1CCC(N=C=NC2CCCCC2)CC1.[CH2:32](O)[C:33]1[CH:38]=[CH:37][CH:36]=[CH:35][CH:34]=1. Product: [C:4]([O:3][C:1]([N:8]1[CH2:15][C@H:14]([F:16])[CH2:13][C@H:9]1[C:10]([O:12][CH2:32][C:33]1[CH:38]=[CH:37][CH:36]=[CH:35][CH:34]=1)=[O:11])=[O:2])([CH3:7])([CH3:6])[CH3:5]. The catalyst class is: 64.